Dataset: NCI-60 drug combinations with 297,098 pairs across 59 cell lines. Task: Regression. Given two drug SMILES strings and cell line genomic features, predict the synergy score measuring deviation from expected non-interaction effect. (1) Cell line: OVCAR3. Drug 2: CS(=O)(=O)OCCCCOS(=O)(=O)C. Synergy scores: CSS=44.8, Synergy_ZIP=0.371, Synergy_Bliss=-1.74, Synergy_Loewe=-43.0, Synergy_HSA=-1.43. Drug 1: CC1=C2C(C(=O)C3(C(CC4C(C3C(C(C2(C)C)(CC1OC(=O)C(C(C5=CC=CC=C5)NC(=O)OC(C)(C)C)O)O)OC(=O)C6=CC=CC=C6)(CO4)OC(=O)C)OC)C)OC. (2) Drug 1: CCC1(CC2CC(C3=C(CCN(C2)C1)C4=CC=CC=C4N3)(C5=C(C=C6C(=C5)C78CCN9C7C(C=CC9)(C(C(C8N6C=O)(C(=O)OC)O)OC(=O)C)CC)OC)C(=O)OC)O.OS(=O)(=O)O. Drug 2: CS(=O)(=O)CCNCC1=CC=C(O1)C2=CC3=C(C=C2)N=CN=C3NC4=CC(=C(C=C4)OCC5=CC(=CC=C5)F)Cl. Cell line: TK-10. Synergy scores: CSS=18.7, Synergy_ZIP=-5.43, Synergy_Bliss=-1.06, Synergy_Loewe=-3.04, Synergy_HSA=-0.858. (3) Drug 1: C1=NC2=C(N=C(N=C2N1C3C(C(C(O3)CO)O)O)F)N. Drug 2: C1CN(CCN1C(=O)CCBr)C(=O)CCBr. Cell line: PC-3. Synergy scores: CSS=8.35, Synergy_ZIP=-6.41, Synergy_Bliss=-2.05, Synergy_Loewe=-2.13, Synergy_HSA=-0.170. (4) Drug 1: COC1=NC(=NC2=C1N=CN2C3C(C(C(O3)CO)O)O)N. Drug 2: COCCOC1=C(C=C2C(=C1)C(=NC=N2)NC3=CC=CC(=C3)C#C)OCCOC.Cl. Cell line: COLO 205. Synergy scores: CSS=14.0, Synergy_ZIP=-1.90, Synergy_Bliss=2.55, Synergy_Loewe=-6.22, Synergy_HSA=-5.92. (5) Drug 1: C1=CN(C(=O)N=C1N)C2C(C(C(O2)CO)O)O.Cl. Drug 2: C1=CC=C(C(=C1)C(C2=CC=C(C=C2)Cl)C(Cl)Cl)Cl. Cell line: SR. Synergy scores: CSS=49.9, Synergy_ZIP=1.91, Synergy_Bliss=0.764, Synergy_Loewe=-34.9, Synergy_HSA=1.07. (6) Synergy scores: CSS=7.00, Synergy_ZIP=-3.22, Synergy_Bliss=-2.40, Synergy_Loewe=-6.63, Synergy_HSA=-2.25. Drug 1: CC(C1=C(C=CC(=C1Cl)F)Cl)OC2=C(N=CC(=C2)C3=CN(N=C3)C4CCNCC4)N. Drug 2: C(CC(=O)O)C(=O)CN.Cl. Cell line: A498. (7) Drug 1: CC1OCC2C(O1)C(C(C(O2)OC3C4COC(=O)C4C(C5=CC6=C(C=C35)OCO6)C7=CC(=C(C(=C7)OC)O)OC)O)O. Drug 2: CCC1(C2=C(COC1=O)C(=O)N3CC4=CC5=C(C=CC(=C5CN(C)C)O)N=C4C3=C2)O.Cl. Cell line: SF-539. Synergy scores: CSS=42.9, Synergy_ZIP=-0.529, Synergy_Bliss=0.501, Synergy_Loewe=-3.27, Synergy_HSA=3.24.